Dataset: Reaction yield outcomes from USPTO patents with 853,638 reactions. Task: Predict the reaction yield, written as a fraction of the theoretical maximum amount of product (1.0 means a 100% yield; for example, 0.34 means a 34% yield). (1) The reactants are Br[CH2:2][C:3]([C:5]1[C:10]([CH3:11])=[CH:9][C:8]([O:12][CH2:13][CH:14]([CH3:16])[CH3:15])=[CH:7][C:6]=1[CH3:17])=O.[NH2:18][C:19]([NH2:21])=[S:20]. The catalyst is CCO. The product is [CH2:13]([O:12][C:8]1[CH:9]=[C:10]([CH3:11])[C:5]([C:3]2[N:18]=[C:19]([NH2:21])[S:20][CH:2]=2)=[C:6]([CH3:17])[CH:7]=1)[CH:14]([CH3:16])[CH3:15]. The yield is 0.820. (2) The reactants are Br[C:2]1[C:7](=[O:8])[C:6]([O:9][CH3:10])=[CH:5][N:4]([C:11]2[C:21]([F:22])=[CH:20][C:14]3[O:15][C:16]([F:19])([F:18])[O:17][C:13]=3[CH:12]=2)[N:3]=1.[C:23]1([N:29]2[C:33](B3OC(C)(C)C(C)(C)O3)=[CH:32][CH:31]=[N:30]2)[CH:28]=[CH:27][CH:26]=[CH:25][CH:24]=1.C([O-])([O-])=O.[K+].[K+]. The catalyst is C1(C)C=CC=CC=1.O.C([O-])(O)=O.[Na+]. The product is [CH3:10][O:9][C:6]1[C:7](=[O:8])[C:2]([C:33]2[N:29]([C:23]3[CH:24]=[CH:25][CH:26]=[CH:27][CH:28]=3)[N:30]=[CH:31][CH:32]=2)=[N:3][N:4]([C:11]2[C:21]([F:22])=[CH:20][C:14]3[O:15][C:16]([F:19])([F:18])[O:17][C:13]=3[CH:12]=2)[CH:5]=1. The yield is 0.600.